From a dataset of Retrosynthesis with 50K atom-mapped reactions and 10 reaction types from USPTO. Predict the reactants needed to synthesize the given product. (1) Given the product CCOC(=O)c1ccc2c(-c3ccnc(NC4CCCC4)n3)c(-c3ccc(F)cc3)nn2c1, predict the reactants needed to synthesize it. The reactants are: CCOC(OCC)(OCC)c1ccc2c(-c3ccnc(NC4CCCC4)n3)c(-c3ccc(F)cc3)nn2c1. (2) Given the product CCOC(=O)C(C)(C)Oc1cc(CCNC(=O)c2ccc(-c3ccc(C(F)(F)F)cc3)nc2C)cc(OC)c1, predict the reactants needed to synthesize it. The reactants are: CCOC(=O)C(C)(C)Oc1cc(CCN)cc(OC)c1.Cc1nc(-c2ccc(C(F)(F)F)cc2)ccc1C(=O)O. (3) Given the product O=CC1(c2cc(F)cc(OCc3ccccc3)c2)CCOCC1, predict the reactants needed to synthesize it. The reactants are: OCC1(c2cc(F)cc(OCc3ccccc3)c2)CCOCC1.